This data is from Forward reaction prediction with 1.9M reactions from USPTO patents (1976-2016). The task is: Predict the product of the given reaction. (1) Given the reactants [Si](OCCCOC(=O)[N:14](C(=O)N)[C:15]1[CH2:16][CH:17]=[CH:18][C:19]2[CH:25]=[CH:24][C:23]([C:26]3[CH:31]=[CH:30][C:29]([C:32]([N:34]4[CH2:38][CH2:37][C@H:36]([OH:39])[CH2:35]4)=[O:33])=[CH:28][CH:27]=3)=[CH:22][C:20]=2[N:21]=1)(C(C)(C)C)(C)C.BrC1C=CC2=C(C=1)N=C(NC(=O)OC(C)(C)C)CC([C:55](=[O:71])[N:56]([CH2:60][CH2:61][CH2:62][O:63][Si](C(C)(C)C)(C)C)[CH2:57][CH2:58][CH3:59])=C2.O[C@H]1CCN(C(C2C=CC(B3OC(C)(C)C(C)(C)O3)=CC=2)=O)C1.CC1(C)C(C)(C)OB(C2C=CC(C(O)=O)=CC=2)O1.N1CC[C@H](O)C1, predict the reaction product. The product is: [NH2:14][C:15]1[CH2:16][C:17]([C:55]([N:56]([CH2:60][CH2:61][CH2:62][OH:63])[CH2:57][CH2:58][CH3:59])=[O:71])=[CH:18][C:19]2[CH:25]=[CH:24][C:23]([C:26]3[CH:31]=[CH:30][C:29]([C:32]([N:34]4[CH2:38][CH2:37][C@H:36]([OH:39])[CH2:35]4)=[O:33])=[CH:28][CH:27]=3)=[CH:22][C:20]=2[N:21]=1. (2) Given the reactants [CH3:1][N:2]1[C:7](=[O:8])[C:6]2[C:9]([C:30]3[CH:35]=[CH:34][CH:33]=[CH:32][CH:31]=3)=[C:10]([C:12]3[CH:17]=[CH:16][C:15]([C:18]4([NH:22][C:23](=[O:29])[O:24][C:25]([CH3:28])([CH3:27])[CH3:26])[CH2:21][CH2:20][CH2:19]4)=[CH:14][CH:13]=3)[O:11][C:5]=2[N:4]=[C:3]1S(C)(=O)=O.[CH3:40][Mg]Cl, predict the reaction product. The product is: [CH3:40][C:3]1[N:2]([CH3:1])[C:7](=[O:8])[C:6]2[C:9]([C:30]3[CH:31]=[CH:32][CH:33]=[CH:34][CH:35]=3)=[C:10]([C:12]3[CH:17]=[CH:16][C:15]([C:18]4([NH:22][C:23](=[O:29])[O:24][C:25]([CH3:26])([CH3:28])[CH3:27])[CH2:21][CH2:20][CH2:19]4)=[CH:14][CH:13]=3)[O:11][C:5]=2[N:4]=1. (3) Given the reactants [NH2:1][N:2]1[C:11](=[O:12])[C:10]2[C:5](=[CH:6][C:7](F)=[C:8]([F:13])[CH:9]=2)[N:4]([CH:15]2[CH2:17][CH2:16]2)[C:3]1=[O:18].C(N(CC)CC)C.[C:26]([O:30][C:31](=[O:38])[NH:32][C@H:33]1[CH2:37][CH2:36][NH:35][CH2:34]1)([CH3:29])([CH3:28])[CH3:27], predict the reaction product. The product is: [NH2:1][N:2]1[C:11](=[O:12])[C:10]2[C:5](=[CH:6][C:7]([N:35]3[CH2:36][CH2:37][C@H:33]([NH:32][C:31]([O:30][C:26]([CH3:29])([CH3:28])[CH3:27])=[O:38])[CH2:34]3)=[C:8]([F:13])[CH:9]=2)[N:4]([CH:15]2[CH2:17][CH2:16]2)[C:3]1=[O:18]. (4) The product is: [OH:8][CH2:9][CH2:10][N:11]1[C:17](=[O:18])[C:16]2[CH:19]=[CH:20][C:21]([NH:40][C:39]3[CH:38]=[CH:37][C:36]([N:32]4[CH:33]=[CH:34][N:35]=[C:31]4[CH3:30])=[CH:42][CH:41]=3)=[N:22][C:15]=2[O:14][CH:13]([C:24]2[CH:29]=[CH:28][CH:27]=[CH:26][CH:25]=2)[CH2:12]1. Given the reactants [Si]([O:8][CH2:9][CH2:10][N:11]1[C:17](=[O:18])[C:16]2[CH:19]=[CH:20][C:21](Cl)=[N:22][C:15]=2[O:14][CH:13]([C:24]2[CH:29]=[CH:28][CH:27]=[CH:26][CH:25]=2)[CH2:12]1)(C(C)(C)C)(C)C.[CH3:30][C:31]1[N:32]([C:36]2[CH:42]=[CH:41][C:39]([NH2:40])=[CH:38][CH:37]=2)[CH:33]=[CH:34][N:35]=1.C(=O)([O-])[O-].[Cs+].[Cs+].Cl.[F-].C([N+](CCCC)(CCCC)CCCC)CCC, predict the reaction product. (5) Given the reactants C([O:8][C:9]1[CH:15]=[C:14]([O:16][C:17]2[CH:18]=[N:19][C:20]([S:23]([CH3:26])(=[O:25])=[O:24])=[CH:21][CH:22]=2)[CH:13]=[CH:12][C:10]=1[NH2:11])C1C=CC=CC=1, predict the reaction product. The product is: [NH2:11][C:10]1[CH:12]=[CH:13][C:14]([O:16][C:17]2[CH:18]=[N:19][C:20]([S:23]([CH3:26])(=[O:25])=[O:24])=[CH:21][CH:22]=2)=[CH:15][C:9]=1[OH:8]. (6) Given the reactants [NH2:1][C:2]1[CH:9]=[CH:8][CH:7]=[CH:6][C:3]=1[CH:4]=O.[F:10][C:11]1[CH:16]=[CH:15][CH:14]=[C:13]([O:17][CH3:18])[C:12]=1[CH2:19][CH2:20][C:21]#[N:22], predict the reaction product. The product is: [F:10][C:11]1[CH:16]=[CH:15][CH:14]=[C:13]([O:17][CH3:18])[C:12]=1[CH2:19][C:20]1[C:21]([NH2:22])=[N:1][C:2]2[C:3]([CH:4]=1)=[CH:6][CH:7]=[CH:8][CH:9]=2. (7) Given the reactants Cl.[NH2:2][CH:3]1[CH2:9][CH:8]([CH3:10])[CH2:7][N:6]([S:11]([C:14]2[CH:19]=[CH:18][CH:17]=[CH:16][N:15]=2)(=[O:13])=[O:12])[CH2:5][CH:4]1[OH:20].[NH:21]([C:30]([O:32][C:33]([CH3:36])([CH3:35])[CH3:34])=[O:31])[C@H:22]([C:27](O)=[O:28])[CH2:23][CH:24]([CH3:26])[CH3:25].CN(C(ON1N=NC2C=CC=CC1=2)=[N+](C)C)C.F[P-](F)(F)(F)(F)F.CN1CCOCC1, predict the reaction product. The product is: [C:33]([O:32][C:30](=[O:31])[NH:21][C@H:22]([C:27](=[O:28])[NH:2][CH:3]1[CH2:9][CH:8]([CH3:10])[CH2:7][N:6]([S:11]([C:14]2[CH:19]=[CH:18][CH:17]=[CH:16][N:15]=2)(=[O:13])=[O:12])[CH2:5][CH:4]1[OH:20])[CH2:23][CH:24]([CH3:25])[CH3:26])([CH3:34])([CH3:36])[CH3:35].